From a dataset of Forward reaction prediction with 1.9M reactions from USPTO patents (1976-2016). Predict the product of the given reaction. (1) Given the reactants Cl[C:2]1[N:3]=[C:4]([N:26]2[CH2:31][CH2:30][O:29][CH2:28][CH2:27]2)[C:5]2[N:11]=[C:10]([C:12]3[C:13]([F:25])=[C:14]([NH:18][S:19]([CH2:22][CH2:23][CH3:24])(=[O:21])=[O:20])[CH:15]=[CH:16][CH:17]=3)[CH:9]=[CH:8][C:6]=2[N:7]=1.CC1(C)C(C)(C)OB([C:40]2[CH:41]=[N:42][C:43]([NH2:46])=[N:44][CH:45]=2)O1.C(=O)([O-])[O-].[Na+].[Na+], predict the reaction product. The product is: [NH2:46][C:43]1[N:44]=[CH:45][C:40]([C:2]2[N:3]=[C:4]([N:26]3[CH2:31][CH2:30][O:29][CH2:28][CH2:27]3)[C:5]3[N:11]=[C:10]([C:12]4[C:13]([F:25])=[C:14]([NH:18][S:19]([CH2:22][CH2:23][CH3:24])(=[O:21])=[O:20])[CH:15]=[CH:16][CH:17]=4)[CH:9]=[CH:8][C:6]=3[N:7]=2)=[CH:41][N:42]=1. (2) Given the reactants [CH3:1][C:2]1[CH:7]=[N:6][CH:5]=[C:4]([CH3:8])[N:3]=1.[O-:9][Mn](=O)(=O)=O.[K+].[OH2:15], predict the reaction product. The product is: [CH3:8][C:4]1[N:3]=[C:2]([C:1]([OH:9])=[O:15])[CH:7]=[N:6][CH:5]=1. (3) Given the reactants [CH:1]([S:4][C:5]1[CH:13]=[CH:12][C:11]([S:14]([CH3:17])(=[O:16])=[O:15])=[CH:10][C:6]=1[C:7]([OH:9])=O)([CH3:3])[CH3:2].[C:18]1([C:24]2[N:28]=[C:27]([N:29]3[CH2:34][CH2:33][NH:32][CH2:31][CH2:30]3)[S:26][N:25]=2)[CH:23]=[CH:22][CH:21]=[CH:20][CH:19]=1, predict the reaction product. The product is: [CH:1]([S:4][C:5]1[CH:13]=[CH:12][C:11]([S:14]([CH3:17])(=[O:16])=[O:15])=[CH:10][C:6]=1[C:7]([N:32]1[CH2:33][CH2:34][N:29]([C:27]2[S:26][N:25]=[C:24]([C:18]3[CH:23]=[CH:22][CH:21]=[CH:20][CH:19]=3)[N:28]=2)[CH2:30][CH2:31]1)=[O:9])([CH3:2])[CH3:3]. (4) Given the reactants [H-].[Na+].[OH:3][CH2:4][CH2:5][O:6][C:7]1[N:12]=[CH:11][N:10]=[C:9]([NH:13][S:14]([CH:17]=[CH:18][C:19]2[CH:24]=[CH:23][CH:22]=[CH:21][CH:20]=2)(=[O:16])=[O:15])[C:8]=1[C:25]1[CH:30]=[CH:29][C:28]([CH3:31])=[CH:27][CH:26]=1.Cl[C:33]1[CH:38]=[N:37][CH:36]=[CH:35][N:34]=1, predict the reaction product. The product is: [N:34]1[CH:35]=[CH:36][N:37]=[CH:38][C:33]=1[O:3][CH2:4][CH2:5][O:6][C:7]1[N:12]=[CH:11][N:10]=[C:9]([NH:13][S:14]([CH:17]=[CH:18][C:19]2[CH:24]=[CH:23][CH:22]=[CH:21][CH:20]=2)(=[O:15])=[O:16])[C:8]=1[C:25]1[CH:30]=[CH:29][C:28]([CH3:31])=[CH:27][CH:26]=1. (5) Given the reactants [C:1]1([S:7]([O:10][C:11]2[C:20]([Br:21])=[C:19]3[C:14]([CH:15]=[CH:16][C:17]([CH:22]([OH:26])[CH2:23][CH:24]=O)=[N:18]3)=[CH:13][CH:12]=2)(=[O:9])=[O:8])[CH:6]=[CH:5][CH:4]=[CH:3][CH:2]=1.[CH3:27][NH2:28].[BH-](OC(C)=O)(OC(C)=O)OC(C)=O.[Na+].Cl.C([O-])(O)=O.[Na+], predict the reaction product. The product is: [C:1]1([S:7]([O:10][C:11]2[C:20]([Br:21])=[C:19]3[C:14]([CH:15]=[CH:16][C:17]([CH:22]([OH:26])[CH2:23][CH2:24][NH:28][CH3:27])=[N:18]3)=[CH:13][CH:12]=2)(=[O:8])=[O:9])[CH:6]=[CH:5][CH:4]=[CH:3][CH:2]=1.